Task: Predict which catalyst facilitates the given reaction.. Dataset: Catalyst prediction with 721,799 reactions and 888 catalyst types from USPTO (1) Reactant: Cl[C:2]1[N:9]=[CH:8][C:7]([N+:10]([O-:12])=[O:11])=[CH:6][C:3]=1[C:4]#[N:5].C(O)(=O)C(O)=O.[CH2:19]([NH:21][NH2:22])[CH3:20].C([O-])([O-])=O.[K+].[K+]. Product: [CH2:19]([N:21]1[C:2]2=[N:9][CH:8]=[C:7]([N+:10]([O-:12])=[O:11])[CH:6]=[C:3]2[C:4]([NH2:5])=[N:22]1)[CH3:20]. The catalyst class is: 3. (2) Reactant: [OH-].[Na+].FC(F)(F)C([NH:7][CH2:8][CH2:9][CH2:10][CH2:11][C@H:12]([NH:16][C:17]([O:19][C:20]([CH3:23])([CH3:22])[CH3:21])=[O:18])[C:13]([OH:15])=[O:14])=O.S(OOS([O-])(=O)=O)([O-])(=O)=O.[Na+].[Na+].S([O-])([O-])=O.[Na+].[Na+].Cl. Product: [C:20]([O:19][C:17]([NH:16][C@@H:12]([CH2:11][CH2:10][CH2:9][C:8]#[N:7])[C:13]([OH:15])=[O:14])=[O:18])([CH3:23])([CH3:22])[CH3:21]. The catalyst class is: 6. (3) Product: [Br:1][C:2]1[CH:23]=[CH:22][C:21]([F:24])=[CH:20][C:3]=1[O:4][CH:5]1[CH2:8][N:7]([C:9]2[N:10]=[CH:11][C:12]([C:15]([OH:17])=[O:16])=[CH:13][N:14]=2)[CH2:6]1. Reactant: [Br:1][C:2]1[CH:23]=[CH:22][C:21]([F:24])=[CH:20][C:3]=1[O:4][CH:5]1[CH2:8][N:7]([C:9]2[N:14]=[CH:13][C:12]([C:15]([O:17]CC)=[O:16])=[CH:11][N:10]=2)[CH2:6]1.O1CCCC1.[OH-].[Li+]. The catalyst class is: 5. (4) Reactant: C[O:2][C:3](=[O:42])[C@H:4]([OH:41])[CH2:5][NH:6][C:7](=[O:40])[C:8]1[CH:13]=[CH:12][C:11]([CH2:14][N:15]([C:28]2[CH:33]=[CH:32][C:31]([CH:34]3[CH2:39][CH2:38][CH2:37][CH2:36][CH2:35]3)=[CH:30][CH:29]=2)[C:16]([NH:18][C@H:19]([C:21]2[CH:26]=[CH:25][C:24]([Cl:27])=[CH:23][CH:22]=2)[CH3:20])=[O:17])=[CH:10][CH:9]=1.Cl. Product: [Cl:27][C:24]1[CH:23]=[CH:22][C:21]([C@@H:19]([NH:18][C:16](=[O:17])[N:15]([CH2:14][C:11]2[CH:10]=[CH:9][C:8]([C:7]([NH:6][CH2:5][C@@H:4]([OH:41])[C:3]([OH:42])=[O:2])=[O:40])=[CH:13][CH:12]=2)[C:28]2[CH:29]=[CH:30][C:31]([CH:34]3[CH2:35][CH2:36][CH2:37][CH2:38][CH2:39]3)=[CH:32][CH:33]=2)[CH3:20])=[CH:26][CH:25]=1. The catalyst class is: 702. (5) Reactant: Br[C:2]1[S:3][CH:4]=[C:5]([Br:7])[CH:6]=1.[Li]CCCC.[O:13]1[CH2:15][CH2:14]1. Product: [Br:7][C:5]1[CH:6]=[C:2]([CH2:15][CH2:14][OH:13])[S:3][CH:4]=1. The catalyst class is: 28. (6) Reactant: Br[C:2]1[CH:7]=[C:6]([F:8])[CH:5]=[C:4]([Br:9])[C:3]=1[O:10][CH2:11][CH2:12]Cl.C([Li])CCC.CCCCCC. Product: [Br:9][C:4]1[C:3]2[O:10][CH2:11][CH2:12][C:2]=2[CH:7]=[C:6]([F:8])[CH:5]=1. The catalyst class is: 1. (7) The catalyst class is: 47. Reactant: C[O:2][C:3]([C:5]1[CH:10]=[CH:9][N:8]=[C:7]2[CH:11]=[C:12]([CH2:14][O:15][C:16]3[CH:21]=[CH:20][C:19]([CH3:22])=[CH:18][CH:17]=3)[NH:13][C:6]=12)=[O:4]. Product: [CH3:22][C:19]1[CH:18]=[CH:17][C:16]([O:15][CH2:14][C:12]2[NH:13][C:6]3[C:7](=[N:8][CH:9]=[CH:10][C:5]=3[C:3]([OH:4])=[O:2])[CH:11]=2)=[CH:21][CH:20]=1.